From a dataset of Catalyst prediction with 721,799 reactions and 888 catalyst types from USPTO. Predict which catalyst facilitates the given reaction. (1) Reactant: [CH2:1]([C:7]1([CH2:21][CH2:22][CH2:23][CH2:24][CH2:25][CH3:26])[C:19]2[CH:18]=[C:17](Br)[CH:16]=[CH:15][C:14]=2[C:13]2[C:8]1=[CH:9][CH:10]=[CH:11][CH:12]=2)[CH2:2][CH2:3][CH2:4][CH2:5][CH3:6].[Br:27][C:28]1[C:29](=O)[C:30]2[C:38](=[CH:39][CH:40]=1)[C:37]1[C:32](=[CH:33][C:34]([Br:41])=[CH:35][CH:36]=1)[CH:31]=2.[OH2:43]. Product: [CH2:21]([C:7]1([CH2:1][CH2:2][CH2:3][CH2:4][CH2:5][CH3:6])[C:19]2[CH:18]=[C:17]([C:31]3([OH:43])[C:30]4[CH:29]=[C:28]([Br:27])[CH:40]=[CH:39][C:38]=4[C:37]4[C:32]3=[CH:33][C:34]([Br:41])=[CH:35][CH:36]=4)[CH:16]=[CH:15][C:14]=2[C:13]2[C:8]1=[CH:9][CH:10]=[CH:11][CH:12]=2)[CH2:22][CH2:23][CH2:24][CH2:25][CH3:26]. The catalyst class is: 1. (2) Reactant: [CH2:1]([N:4]1[C@H:8]2[CH2:9][CH2:10][CH2:11][CH2:12][C@@H:7]2[N:6]([CH:13]2[CH2:18][CH2:17][N:16](C(OC(C)(C)C)=O)[CH2:15][CH2:14]2)[C:5]1=[O:26])[CH:2]=[CH2:3].Cl. Product: [CH2:1]([N:4]1[C@H:8]2[CH2:9][CH2:10][CH2:11][CH2:12][C@@H:7]2[N:6]([CH:13]2[CH2:14][CH2:15][NH:16][CH2:17][CH2:18]2)[C:5]1=[O:26])[CH:2]=[CH2:3]. The catalyst class is: 5. (3) The catalyst class is: 98. Product: [ClH:36].[N:1]1[CH:6]=[CH:5][CH:4]=[CH:3][C:2]=1[N:7]([CH2:30][CH2:31][C:32]([O:34][CH3:35])=[O:33])[C:8]([C:10]1[CH:29]=[CH:28][C:13]2[N:14]([CH3:27])[C:15]([CH2:17][NH:18][C:19]3[CH:24]=[CH:23][C:22]([C:25](=[NH:43])[NH2:26])=[CH:21][CH:20]=3)=[N:16][C:12]=2[CH:11]=1)=[O:9]. Reactant: [N:1]1[CH:6]=[CH:5][CH:4]=[CH:3][C:2]=1[N:7]([CH2:30][CH2:31][C:32]([O:34][CH3:35])=[O:33])[C:8]([C:10]1[CH:29]=[CH:28][C:13]2[N:14]([CH3:27])[C:15]([CH2:17][NH:18][C:19]3[CH:24]=[CH:23][C:22]([C:25]#[N:26])=[CH:21][CH:20]=3)=[N:16][C:12]=2[CH:11]=1)=[O:9].[ClH:36].CO.C(=O)([O-])[O-].[NH4+:43].[NH4+]. (4) Reactant: [Cl:1][C:2]1[CH:3]=[C:4]([C:9]2([C:24]([F:27])([F:26])[F:25])[O:13][N:12]=[C:11]([C:14]3[CH:22]=[CH:21][C:17]([C:18]([OH:20])=O)=[C:16]([CH3:23])[CH:15]=3)[CH2:10]2)[CH:5]=[C:6]([Cl:8])[CH:7]=1.CCN(C(C)C)C(C)C.CN(C(ON1N=NC2C=CC=NC1=2)=[N+](C)C)C.F[P-](F)(F)(F)(F)F.Cl.[NH2:62][CH2:63][C:64]1[CH:65]=[CH:66][C:67]2[C:71]([CH2:74][F:75])([CH2:72][F:73])[O:70][B:69]([OH:76])[C:68]=2[CH:77]=1. Product: [F:75][CH2:74][C:71]1([CH2:72][F:73])[O:70][B:69]([OH:76])[C:68]2[CH:77]=[C:64]([CH2:63][NH:62][C:18](=[O:20])[C:17]3[CH:21]=[CH:22][C:14]([C:11]4[CH2:10][C:9]([C:4]5[CH:3]=[C:2]([Cl:1])[CH:7]=[C:6]([Cl:8])[CH:5]=5)([C:24]([F:27])([F:25])[F:26])[O:13][N:12]=4)=[CH:15][C:16]=3[CH3:23])[CH:65]=[CH:66][C:67]1=2. The catalyst class is: 3.